Dataset: Reaction yield outcomes from USPTO patents with 853,638 reactions. Task: Predict the reaction yield, written as a fraction of the theoretical maximum amount of product (1.0 means a 100% yield; for example, 0.34 means a 34% yield). (1) The reactants are FC(F)(F)C(O)=O.[NH2:8][CH2:9][CH2:10][C:11]1[N:16]=[C:15]([C:17]2[S:18][C:19]3[CH:27]=[CH:26][CH:25]=[CH:24][C:20]=3[C:21](=[O:23])[N:22]=2)[CH:14]=[CH:13][CH:12]=1.[C:28](Cl)(=[O:35])[C:29]1[CH:34]=[CH:33][CH:32]=[CH:31][CH:30]=1.C(=O)([O-])[O-].[K+].[K+].C(OCC)(=O)C. The catalyst is CN(C)C(=O)C.O. The product is [O:23]=[C:21]1[C:20]2[CH:24]=[CH:25][CH:26]=[CH:27][C:19]=2[S:18][C:17]([C:15]2[N:16]=[C:11]([CH2:10][CH2:9][NH:8][C:28](=[O:35])[C:29]3[CH:34]=[CH:33][CH:32]=[CH:31][CH:30]=3)[CH:12]=[CH:13][CH:14]=2)=[N:22]1. The yield is 0.260. (2) The reactants are CO[C:3](=[O:18])[C:4]1[CH:9]=[CH:8][CH:7]=[CH:6][C:5]=1[CH2:10][CH2:11][C:12]1[CH:17]=[CH:16][N:15]=[CH:14][CH:13]=1.[Cl:19][C:20]1[CH:26]=[CH:25][C:23]([NH2:24])=[CH:22][CH:21]=1.C[Al](C)C.C(=O)(O)[O-].[Na+]. The catalyst is C1(C)C=CC=CC=1. The product is [Cl:19][C:20]1[CH:26]=[CH:25][C:23]([NH:24][C:3](=[O:18])[C:4]2[CH:9]=[CH:8][CH:7]=[CH:6][C:5]=2[CH2:10][CH2:11][C:12]2[CH:13]=[CH:14][N:15]=[CH:16][CH:17]=2)=[CH:22][CH:21]=1. The yield is 0.890. (3) The reactants are [NH2:1][C:2]1[N:15]([CH2:16][CH2:17][CH2:18][O:19][CH3:20])[C:5]2=[N:6][CH:7]=[C:8]([C:10]([O:12]CC)=[O:11])[CH:9]=[C:4]2[N:3]=1.O.[OH-].[Li+].Cl.[O:25]1[CH2:30][CH2:29]OCC1. The catalyst is O.CCOC(C)=O. The product is [C:7]([C:8]1[CH:10]=[C:29]([CH:5]=[CH:4][CH:9]=1)[C:30]([NH:1][C:2]1[N:15]([CH2:16][CH2:17][CH2:18][O:19][CH3:20])[C:5]2=[N:6][CH:7]=[C:8]([C:10]([OH:12])=[O:11])[CH:9]=[C:4]2[N:3]=1)=[O:25])#[N:6]. The yield is 0.860.